Dataset: Forward reaction prediction with 1.9M reactions from USPTO patents (1976-2016). Task: Predict the product of the given reaction. Given the reactants [F:1][C:2]1[CH:7]=[C:6]([C:8]2[CH:13]=[CH:12][N:11]=[C:10]([CH3:14])[CH:9]=2)[CH:5]=[CH:4][C:3]=1[CH2:15][N:16]1[CH2:21][CH2:20][N:19](C(OC(C)(C)C)=O)[CH2:18][CH2:17]1.FC(F)(F)C(O)=O, predict the reaction product. The product is: [F:1][C:2]1[CH:7]=[C:6]([C:8]2[CH:13]=[CH:12][N:11]=[C:10]([CH3:14])[CH:9]=2)[CH:5]=[CH:4][C:3]=1[CH2:15][N:16]1[CH2:17][CH2:18][NH:19][CH2:20][CH2:21]1.